Dataset: Full USPTO retrosynthesis dataset with 1.9M reactions from patents (1976-2016). Task: Predict the reactants needed to synthesize the given product. (1) Given the product [Br:1][C:2]1[CH:7]=[CH:6][C:5]([CH2:8][C:10]2[CH:15]=[CH:14][CH:13]=[CH:12][C:11]=2[CH2:16][N:17]([CH3:18])[CH3:19])=[C:4]([NH2:20])[CH:3]=1, predict the reactants needed to synthesize it. The reactants are: [Br:1][C:2]1[CH:7]=[CH:6][C:5]([CH:8]([C:10]2[CH:15]=[CH:14][CH:13]=[CH:12][C:11]=2[CH2:16][N:17]([CH3:19])[CH3:18])O)=[C:4]([N+:20]([O-])=O)[CH:3]=1.O. (2) Given the product [Cl:27][C:22]1[O:23][C:19]([C:16]2[CH:15]=[CH:14][C:13]([CH:12]([F:11])[F:26])=[CH:18][CH:17]=2)=[C:20]([CH2:24][CH3:25])[N:21]=1, predict the reactants needed to synthesize it. The reactants are: [Li+].C[Si]([N-][Si](C)(C)C)(C)C.[F:11][CH:12]([F:26])[C:13]1[CH:18]=[CH:17][C:16]([C:19]2[O:23][CH:22]=[N:21][C:20]=2[CH2:24][CH3:25])=[CH:15][CH:14]=1.[Cl:27]C(Cl)(Cl)C(Cl)(Cl)Cl. (3) Given the product [Br:1][C:2]1[CH:3]=[C:4]([N:8]2[C:16]3[CH2:15][CH2:14][CH2:13][CH:12]([OH:17])[C:11]=3[C:10]([C:18]([O:20][CH2:21][CH3:22])=[O:19])=[N:9]2)[CH:5]=[CH:6][CH:7]=1, predict the reactants needed to synthesize it. The reactants are: [Br:1][C:2]1[CH:3]=[C:4]([N:8]2[C:16]3[CH2:15][CH2:14][CH2:13][C:12](=[O:17])[C:11]=3[C:10]([C:18]([O:20][CH2:21][CH3:22])=[O:19])=[N:9]2)[CH:5]=[CH:6][CH:7]=1.[BH4-].[Na+]. (4) Given the product [C:13]([C:12]1[CH:15]=[CH:16][C:9]([N:8]([CH2:7][C:5]2[S:6][C:2]([C:26]#[N:27])=[CH:3][CH:4]=2)[CH2:21][C:22]([F:25])([F:24])[F:23])=[CH:10][C:11]=1[C:17]([F:20])([F:19])[F:18])#[N:14], predict the reactants needed to synthesize it. The reactants are: Br[C:2]1[S:6][C:5]([CH2:7][N:8]([CH2:21][C:22]([F:25])([F:24])[F:23])[C:9]2[CH:16]=[CH:15][C:12]([C:13]#[N:14])=[C:11]([C:17]([F:20])([F:19])[F:18])[CH:10]=2)=[CH:4][CH:3]=1.[C:26]([Cu])#[N:27]. (5) Given the product [CH:36]1([N:33]2[CH2:34][CH2:35][C@@H:31]([CH2:30][C:29]3[C:24]([Cl:23])=[CH:25][C:26]([C:49]4[CH:50]=[CH:51][C:52]([C:55]([N:57]5[CH2:58][CH2:59][CH:60]([C:63]([F:66])([F:65])[F:64])[CH2:61][CH2:62]5)=[O:56])=[CH:53][CH:54]=4)=[CH:27][C:28]=3[Cl:48])[C:32]2=[O:47])[CH2:41][CH2:40][CH:39]=[CH:38][CH2:37]1, predict the reactants needed to synthesize it. The reactants are: O.O.O.[F-].C([N+](CCCC)(CCCC)CCCC)CCC.O.[Cl:23][C:24]1[CH:25]=[C:26]([C:49]2[CH:54]=[CH:53][C:52]([C:55]([N:57]3[CH2:62][CH2:61][CH:60]([C:63]([F:66])([F:65])[F:64])[CH2:59][CH2:58]3)=[O:56])=[CH:51][CH:50]=2)[CH:27]=[C:28]([Cl:48])[C:29]=1[CH2:30][C@@H:31]1[CH2:35][CH2:34][N:33]([C@H:36]2[CH2:41][CH2:40][C@H:39](OS(C)(=O)=O)[CH2:38][CH2:37]2)[C:32]1=[O:47].